Dataset: NCI-60 drug combinations with 297,098 pairs across 59 cell lines. Task: Regression. Given two drug SMILES strings and cell line genomic features, predict the synergy score measuring deviation from expected non-interaction effect. (1) Drug 1: CN1CCC(CC1)COC2=C(C=C3C(=C2)N=CN=C3NC4=C(C=C(C=C4)Br)F)OC. Drug 2: C1CN(CCN1C(=O)CCBr)C(=O)CCBr. Cell line: OVCAR3. Synergy scores: CSS=8.23, Synergy_ZIP=-8.00, Synergy_Bliss=-2.75, Synergy_Loewe=-6.34, Synergy_HSA=-2.89. (2) Drug 1: CC1=CC2C(CCC3(C2CCC3(C(=O)C)OC(=O)C)C)C4(C1=CC(=O)CC4)C. Drug 2: C1CC(=O)NC(=O)C1N2C(=O)C3=CC=CC=C3C2=O. Cell line: M14. Synergy scores: CSS=4.28, Synergy_ZIP=1.67, Synergy_Bliss=8.72, Synergy_Loewe=5.24, Synergy_HSA=5.73.